From a dataset of Forward reaction prediction with 1.9M reactions from USPTO patents (1976-2016). Predict the product of the given reaction. (1) Given the reactants Br[CH2:2]/[CH:3]=[CH:4]/[C:5]([O:7][CH3:8])=[O:6].C(=O)([O-])[O-].[K+].[K+].[CH:15]1([NH2:19])[CH2:18][CH2:17][CH2:16]1, predict the reaction product. The product is: [CH:15]1([NH:19][CH2:2]/[CH:3]=[CH:4]/[C:5]([O:7][CH3:8])=[O:6])[CH2:18][CH2:17][CH2:16]1. (2) Given the reactants [CH3:1][O:2][C:3]1[CH:8]=[CH:7][CH:6]=[CH:5][C:4]=1[N:9]1[CH2:14][CH2:13][NH:12][CH2:11][CH2:10]1.ClC1C(Cl)=CC=CC=1N1CCN([CH2:29][CH2:30][CH:31]2[CH2:33][O:32]2)CC1, predict the reaction product. The product is: [CH3:1][O:2][C:3]1[CH:8]=[CH:7][CH:6]=[CH:5][C:4]=1[N:9]1[CH2:14][CH2:13][N:12]([CH2:29][CH2:30][CH:31]2[CH2:33][O:32]2)[CH2:11][CH2:10]1. (3) Given the reactants [F:1][C:2]1[CH:11]=[C:10]2[C:5]([CH:6]=[CH:7][C:8](=[O:12])[NH:9]2)=[CH:4][CH:3]=1.[H-].[Na+].Br[CH2:16][CH2:17][CH2:18]Cl.C([O-])([O-])=O.[K+].[K+].[CH2:26]([CH:30]1[CH2:35][CH2:34][NH:33][CH2:32][CH2:31]1)[CH2:27][CH2:28][CH3:29], predict the reaction product. The product is: [CH2:26]([CH:30]1[CH2:35][CH2:34][N:33]([CH2:16][CH2:17][CH2:18][N:9]2[C:10]3[C:5](=[CH:4][CH:3]=[C:2]([F:1])[CH:11]=3)[CH:6]=[CH:7][C:8]2=[O:12])[CH2:32][CH2:31]1)[CH2:27][CH2:28][CH3:29].